Predict the reactants needed to synthesize the given product. From a dataset of Full USPTO retrosynthesis dataset with 1.9M reactions from patents (1976-2016). (1) Given the product [C:50]([C:49]([NH:48][C:8](=[O:10])[C:7]1[CH:6]=[CH:5][C:4]([O:3][C:2]([F:1])([F:14])[F:13])=[CH:12][CH:11]=1)([CH3:69])[CH2:52][O:53][C:54]1[CH:55]=[CH:56][C:57]2[CH2:61][O:60][B:59]([OH:62])[C:58]=2[C:63]=1[C:64]1[O:65][CH:66]=[CH:67][CH:68]=1)#[N:51], predict the reactants needed to synthesize it. The reactants are: [F:1][C:2]([F:14])([F:13])[O:3][C:4]1[CH:12]=[CH:11][C:7]([C:8]([OH:10])=O)=[CH:6][CH:5]=1.CN(C(ON1N=NC2C=CC=NC1=2)=[N+](C)C)C.F[P-](F)(F)(F)(F)F.CCN(C(C)C)C(C)C.[NH2:48][C:49]([CH3:69])([CH2:52][O:53][C:54]1[CH:55]=[CH:56][C:57]2[CH2:61][O:60][B:59]([OH:62])[C:58]=2[C:63]=1[C:64]1[O:65][CH:66]=[CH:67][CH:68]=1)[C:50]#[N:51]. (2) Given the product [Cl:29][C:30]1[CH:31]=[C:32]([N:33]([CH2:2][C:3]2[CH:8]=[CH:7][C:6]([C:9]3[C:10]([NH:15][S:16]([C:19]4[CH:24]=[CH:23][CH:22]=[CH:21][C:20]=4[C:25]([F:27])([F:26])[F:28])(=[O:17])=[O:18])=[N:11][CH:12]=[CH:13][N:14]=3)=[CH:5][CH:4]=2)[CH3:34])[CH:35]=[CH:36][C:37]=1[Cl:38], predict the reactants needed to synthesize it. The reactants are: Cl[CH2:2][C:3]1[CH:8]=[CH:7][C:6]([C:9]2[C:10]([NH:15][S:16]([C:19]3[CH:24]=[CH:23][CH:22]=[CH:21][C:20]=3[C:25]([F:28])([F:27])[F:26])(=[O:18])=[O:17])=[N:11][CH:12]=[CH:13][N:14]=2)=[CH:5][CH:4]=1.[Cl:29][C:30]1[CH:31]=[C:32]([CH:35]=[CH:36][C:37]=1[Cl:38])[NH:33][CH3:34].